This data is from Catalyst prediction with 721,799 reactions and 888 catalyst types from USPTO. The task is: Predict which catalyst facilitates the given reaction. (1) Reactant: [CH3:1][C:2]1[CH:3]=[CH:4][C:5]([C:8]2[CH:9]=[C:10]([CH:15]=[C:16]([C:18]3[N:22]([CH3:23])[N:21]=[N:20][CH:19]=3)[CH:17]=2)[C:11]([O:13]C)=[O:12])=[N:6][CH:7]=1.[OH-].[Na+].O.Cl. Product: [CH3:1][C:2]1[CH:3]=[CH:4][C:5]([C:8]2[CH:9]=[C:10]([CH:15]=[C:16]([C:18]3[N:22]([CH3:23])[N:21]=[N:20][CH:19]=3)[CH:17]=2)[C:11]([OH:13])=[O:12])=[N:6][CH:7]=1. The catalyst class is: 1. (2) Reactant: Br/[C:2](/[C:11]1[CH:16]=[CH:15][C:14]([C:17]([F:20])([F:19])[F:18])=[CH:13][CH:12]=1)=[CH:3]\[CH:4]=[CH:5]\[C:6]([O:8][CH2:9][CH3:10])=[O:7].O1C=CC=C1P(C1OC=CC=1)C1OC=CC=1.[C:37]1(B(O)O)[CH:42]=[CH:41][CH:40]=[CH:39][CH:38]=1.C(=O)([O-])[O-].[Na+].[Na+]. Product: [C:37]1([C:2]([C:11]2[CH:16]=[CH:15][C:14]([C:17]([F:20])([F:19])[F:18])=[CH:13][CH:12]=2)=[CH:3][CH:4]=[CH:5][C:6]([O:8][CH2:9][CH3:10])=[O:7])[CH:42]=[CH:41][CH:40]=[CH:39][CH:38]=1. The catalyst class is: 333. (3) Reactant: [C:1]([C:5]1[CH:10]=[C:9]([C:11]([CH3:14])([CH3:13])[CH3:12])[CH:8]=[C:7]([C:15]([CH3:18])([CH3:17])[CH3:16])[C:6]=1[OH:19])([CH3:4])([CH3:3])[CH3:2].C(N(CCC)CCC)CC.C[O-].[Na+:32]. Product: [C:1]([C:5]1[CH:10]=[C:9]([C:11]([CH3:14])([CH3:13])[CH3:12])[CH:8]=[C:7]([C:15]([CH3:18])([CH3:17])[CH3:16])[C:6]=1[O-:19])([CH3:4])([CH3:3])[CH3:2].[Na+:32]. The catalyst class is: 5. (4) Reactant: [CH3:1][C:2]1([C:12]([OH:14])=[O:13])[CH2:11][CH2:10][C:5]2([O:9][CH2:8][CH2:7][O:6]2)[CH2:4][CH2:3]1.Cl.[C:16]([O-])(O)=O.[Na+]. Product: [CH3:7][O:6][C:5]1([O:9][CH3:8])[CH2:10][CH2:11][C:2]([CH3:1])([C:12]([O:14][CH3:16])=[O:13])[CH2:3][CH2:4]1. The catalyst class is: 5. (5) Reactant: [C:1]([O:9]CC)(=O)[CH2:2][C:3]([O:5][CH2:6][CH3:7])=[O:4].[H-].[Na+].[H][H].F[C:17]1[CH:36]=[CH:35][C:20]([CH2:21][N:22]2[C:27]3[CH:28]=[CH:29][C:30]([CH3:32])=[CH:31][C:26]=3[C:25](=O)[O:24]C2=O)=[CH:19][CH:18]=1.Cl. Product: [CH2:6]([O:5][C:3]([C:2]1[C:1](=[O:9])[N:22]([CH2:21][C:20]2[CH:19]=[CH:18][CH:17]=[CH:36][CH:35]=2)[C:27]2[C:26]([C:25]=1[OH:24])=[CH:31][C:30]([CH3:32])=[CH:29][CH:28]=2)=[O:4])[CH3:7]. The catalyst class is: 44. (6) Reactant: Cl.Cl[CH2:3][CH2:4][N:5]1[CH2:10][CH2:9][O:8][CH2:7][CH2:6]1.C(N(CC)CC)C.[OH:18][C:19]1[C:27]2[C:22](=[CH:23][CH:24]=[C:25]([N+:28]([O-:30])=[O:29])[CH:26]=2)[N:21]([C:31]([O:33][CH2:34][CH3:35])=[O:32])[N:20]=1.C([O-])(O)=O.[Na+]. Product: [O:8]1[CH2:9][CH2:10][N:5]([CH2:4][CH2:3][O:18][C:19]2[C:27]3[C:22](=[CH:23][CH:24]=[C:25]([N+:28]([O-:30])=[O:29])[CH:26]=3)[N:21]([C:31]([O:33][CH2:34][CH3:35])=[O:32])[N:20]=2)[CH2:6][CH2:7]1. The catalyst class is: 10.